From a dataset of Full USPTO retrosynthesis dataset with 1.9M reactions from patents (1976-2016). Predict the reactants needed to synthesize the given product. (1) Given the product [C:1]([O:20][CH2:21][CH2:22][O:23][C:24]1[CH:29]=[C:28]([N+:30]([O-:32])=[O:31])[C:27]([CH:33]([O:35][C:39]([O:41][C:42]2[CH:43]=[CH:44][C:45]([N+:48]([O-:50])=[O:49])=[CH:46][CH:47]=2)=[O:40])[CH3:34])=[CH:26][C:25]=1[O:36][CH3:37])(=[O:19])[CH2:2][CH2:3][CH2:4][CH2:5][CH2:6][CH2:7][CH2:8][CH2:9][CH2:10][CH2:11][CH2:12][CH2:13][CH2:14][CH2:15][CH2:16][CH2:17][CH3:18], predict the reactants needed to synthesize it. The reactants are: [C:1]([O:20][CH2:21][CH2:22][O:23][C:24]1[CH:29]=[C:28]([N+:30]([O-:32])=[O:31])[C:27]([CH:33]([OH:35])[CH3:34])=[CH:26][C:25]=1[O:36][CH3:37])(=[O:19])[CH2:2][CH2:3][CH2:4][CH2:5][CH2:6][CH2:7][CH2:8][CH2:9][CH2:10][CH2:11][CH2:12][CH2:13][CH2:14][CH2:15][CH2:16][CH2:17][CH3:18].Cl[C:39]([O:41][C:42]1[CH:47]=[CH:46][C:45]([N+:48]([O-:50])=[O:49])=[CH:44][CH:43]=1)=[O:40].C(N(CC)CC)C. (2) The reactants are: [CH3:1][O:2][C:3]1[CH:8]=[CH:7][C:6]([NH2:9])=[CH:5][CH:4]=1.C(N(CC)CC)C.[CH3:17][C:18]1[CH:19]=[C:20]([CH:37]=[CH:38][C:39]=1[N+:40]([O-:42])=[O:41])[CH2:21][N:22]1[CH:26]=[C:25]([C:27](Cl)=[O:28])[C:24]([C:30]([F:36])([F:35])[C:31]([F:34])([F:33])[F:32])=[N:23]1.Cl. Given the product [CH3:1][O:2][C:3]1[CH:8]=[CH:7][C:6]([NH:9][C:27]([C:25]2[C:24]([C:30]([F:36])([F:35])[C:31]([F:32])([F:34])[F:33])=[N:23][N:22]([CH2:21][C:20]3[CH:37]=[CH:38][C:39]([N+:40]([O-:42])=[O:41])=[C:18]([CH3:17])[CH:19]=3)[CH:26]=2)=[O:28])=[CH:5][CH:4]=1, predict the reactants needed to synthesize it. (3) Given the product [C:51]([O:55][C:56]([N:58]1[CH2:63][CH2:62][N:61]([C:29](=[O:31])[CH2:28][C:27](=[O:32])[NH:26][C:23]2[CH:22]=[CH:21][C:20]([C:33]3[CH:38]=[CH:37][CH:36]=[CH:35][CH:34]=3)=[CH:25][CH:24]=2)[CH2:60][CH2:59]1)=[O:57])([CH3:54])([CH3:52])[CH3:53], predict the reactants needed to synthesize it. The reactants are: C1C=CC2N(O)N=NC=2C=1.CCN(C(C)C)C(C)C.[C:20]1([C:33]2[CH:38]=[CH:37][CH:36]=[CH:35][CH:34]=2)[CH:25]=[CH:24][C:23]([NH:26][C:27](=[O:32])[CH2:28][C:29]([OH:31])=O)=[CH:22][CH:21]=1.CCN=C=NCCCN(C)C.Cl.[C:51]([O:55][C:56]([N:58]1[CH2:63][CH2:62][NH:61][CH2:60][CH2:59]1)=[O:57])([CH3:54])([CH3:53])[CH3:52]. (4) Given the product [CH3:22][N:24]([CH2:26][C:3]1[C:4]([C:22]([N:24]([CH3:26])[CH3:25])=[O:23])=[CH:5][C:6]2[N:7]([S:12]([C:15]3[CH:16]=[CH:17][C:18]([CH3:21])=[CH:19][CH:20]=3)(=[O:14])=[O:13])[C:8]([CH3:11])=[N:9][C:10]=2[C:2]=1[OH:1])[CH3:25], predict the reactants needed to synthesize it. The reactants are: [OH:1][C:2]1[C:10]2[N:9]=[C:8]([CH3:11])[N:7]([S:12]([C:15]3[CH:20]=[CH:19][C:18]([CH3:21])=[CH:17][CH:16]=3)(=[O:14])=[O:13])[C:6]=2[CH:5]=[C:4]([C:22]([N:24]([CH3:26])[CH3:25])=[O:23])[CH:3]=1. (5) Given the product [F:18][C:14]1[CH:13]=[C:12]([C:10]2[S:11][C:7]3[CH:6]=[CH:5][CH:4]=[C:3]([CH2:2][O:19][CH2:20][CH:21]([CH2:30][C:31]4[CH:32]=[CH:33][C:34]([C:37]([O:39][CH3:40])=[O:38])=[CH:35][CH:36]=4)[CH2:22][CH2:23][CH2:24][CH2:25][C:26]([O:28][CH3:29])=[O:27])[C:8]=3[N:9]=2)[CH:17]=[CH:16][CH:15]=1, predict the reactants needed to synthesize it. The reactants are: Br[CH2:2][C:3]1[C:8]2[N:9]=[C:10]([C:12]3[CH:17]=[CH:16][CH:15]=[C:14]([F:18])[CH:13]=3)[S:11][C:7]=2[CH:6]=[CH:5][CH:4]=1.[OH:19][CH2:20][CH:21]([CH2:30][C:31]1[CH:36]=[CH:35][C:34]([C:37]([O:39][CH3:40])=[O:38])=[CH:33][CH:32]=1)[CH2:22][CH2:23][CH2:24][CH2:25][C:26]([O:28][CH3:29])=[O:27].O. (6) Given the product [N:10]1[CH:15]=[C:14]([C:2]2[CH:3]=[C:4]([CH:7]=[O:8])[S:5][CH:6]=2)[CH:13]=[N:12][CH:11]=1, predict the reactants needed to synthesize it. The reactants are: Br[C:2]1[CH:3]=[C:4]([CH:7]=[O:8])[S:5][CH:6]=1.O.[N:10]1[CH:15]=[C:14](B(O)O)[CH:13]=[N:12][CH:11]=1.[N:10]1[CH:15]=[C:14](B(O)O)[CH:13]=[N:12][CH:11]=1.O.C(=O)([O-])[O-].[Cs+].[Cs+].